This data is from Forward reaction prediction with 1.9M reactions from USPTO patents (1976-2016). The task is: Predict the product of the given reaction. (1) Given the reactants Cl.[CH3:2][O:3][C:4]([C@H:6]1[CH2:11][CH2:10][C@H:9]([NH2:12])[CH2:8][CH2:7]1)=[O:5].[O-]S([O-])(=O)=O.[Mg+2].[CH:19](=O)[C:20]1[CH:25]=[CH:24][CH:23]=[CH:22][CH:21]=1.[BH4-].[Na+], predict the reaction product. The product is: [CH3:2][O:3][C:4]([CH:6]1[CH2:11][CH2:10][CH:9]([NH:12][CH2:19][C:20]2[CH:25]=[CH:24][CH:23]=[CH:22][CH:21]=2)[CH2:8][CH2:7]1)=[O:5]. (2) Given the reactants C(OC([NH:8][C:9]1[CH:18]=[CH:17][C:16]([C:19]([F:22])([F:21])[F:20])=[CH:15][C:10]=1[C:11]([O:13][CH3:14])=[O:12])=O)(C)(C)C, predict the reaction product. The product is: [NH2:8][C:9]1[CH:18]=[CH:17][C:16]([C:19]([F:20])([F:21])[F:22])=[CH:15][C:10]=1[C:11]([O:13][CH3:14])=[O:12].